Dataset: NCI-60 drug combinations with 297,098 pairs across 59 cell lines. Task: Regression. Given two drug SMILES strings and cell line genomic features, predict the synergy score measuring deviation from expected non-interaction effect. (1) Drug 1: C1=CN(C(=O)N=C1N)C2C(C(C(O2)CO)O)O.Cl. Drug 2: C(CC(=O)O)C(=O)CN.Cl. Cell line: NCI-H460. Synergy scores: CSS=21.3, Synergy_ZIP=-2.99, Synergy_Bliss=-0.294, Synergy_Loewe=-23.5, Synergy_HSA=-0.667. (2) Drug 1: C1=C(C(=O)NC(=O)N1)F. Drug 2: COCCOC1=C(C=C2C(=C1)C(=NC=N2)NC3=CC=CC(=C3)C#C)OCCOC.Cl. Cell line: K-562. Synergy scores: CSS=23.5, Synergy_ZIP=-1.74, Synergy_Bliss=-13.9, Synergy_Loewe=-17.8, Synergy_HSA=-16.3. (3) Drug 1: C1=NC2=C(N1)C(=S)N=C(N2)N. Drug 2: CC1C(C(CC(O1)OC2CC(CC3=C2C(=C4C(=C3O)C(=O)C5=CC=CC=C5C4=O)O)(C(=O)C)O)N)O. Cell line: MDA-MB-435. Synergy scores: CSS=64.5, Synergy_ZIP=-3.46, Synergy_Bliss=-5.34, Synergy_Loewe=-2.96, Synergy_HSA=-0.708. (4) Drug 1: C1CCC(CC1)NC(=O)N(CCCl)N=O. Drug 2: C1C(C(OC1N2C=NC3=C(N=C(N=C32)Cl)N)CO)O. Cell line: HOP-92. Synergy scores: CSS=37.3, Synergy_ZIP=-5.54, Synergy_Bliss=-1.91, Synergy_Loewe=0.0360, Synergy_HSA=2.15. (5) Drug 1: CC12CCC(CC1=CCC3C2CCC4(C3CC=C4C5=CN=CC=C5)C)O. Drug 2: CC1=C2C(C(=O)C3(C(CC4C(C3C(C(C2(C)C)(CC1OC(=O)C(C(C5=CC=CC=C5)NC(=O)OC(C)(C)C)O)O)OC(=O)C6=CC=CC=C6)(CO4)OC(=O)C)O)C)O. Cell line: HCC-2998. Synergy scores: CSS=49.4, Synergy_ZIP=11.2, Synergy_Bliss=10.9, Synergy_Loewe=-12.3, Synergy_HSA=9.58. (6) Drug 1: C1=CC(=CC=C1C#N)C(C2=CC=C(C=C2)C#N)N3C=NC=N3. Drug 2: CN1C(=O)N2C=NC(=C2N=N1)C(=O)N. Cell line: LOX IMVI. Synergy scores: CSS=6.00, Synergy_ZIP=-1.93, Synergy_Bliss=1.76, Synergy_Loewe=0.474, Synergy_HSA=0.908.